From a dataset of Peptide-MHC class I binding affinity with 185,985 pairs from IEDB/IMGT. Regression. Given a peptide amino acid sequence and an MHC pseudo amino acid sequence, predict their binding affinity value. This is MHC class I binding data. (1) The peptide sequence is SIPISELSR. The MHC is HLA-A11:01 with pseudo-sequence HLA-A11:01. The binding affinity (normalized) is 0.554. (2) The peptide sequence is RAIMATIQRK. The MHC is HLA-A68:01 with pseudo-sequence HLA-A68:01. The binding affinity (normalized) is 0.143. (3) The peptide sequence is AAARVTAIL. The MHC is Patr-B0101 with pseudo-sequence Patr-B0101. The binding affinity (normalized) is 0.543. (4) The peptide sequence is YCDPKRFFL. The MHC is HLA-A23:01 with pseudo-sequence HLA-A23:01. The binding affinity (normalized) is 0.175. (5) The MHC is HLA-B39:01 with pseudo-sequence HLA-B39:01. The binding affinity (normalized) is 0.0847. The peptide sequence is RARKRGITM.